Predict the product of the given reaction. From a dataset of Forward reaction prediction with 1.9M reactions from USPTO patents (1976-2016). (1) Given the reactants [NH:1]1[CH2:6][CH2:5][NH:4][CH2:3][CH2:2]1.C(N(CC)CC)C.Cl[CH2:15][C:16]([O-:18])=[O:17].C(O)(=O)CCC(O)=O, predict the reaction product. The product is: [CH2:2]([O:18][C:16](=[O:17])[CH3:15])[CH3:3].[NH:1]1[CH2:6][CH2:5][NH:4][CH2:3][CH2:2]1. (2) Given the reactants [C:1](N)(C)(C)C.[OH:6][C:7]1[CH:8]=[C:9]([CH2:13][C@H:14]([O:18][CH:19]([CH3:21])[CH3:20])[C:15]([OH:17])=[O:16])[CH:10]=[CH:11][CH:12]=1.S(=O)(=O)(O)O.C(OC)(C)(C)C, predict the reaction product. The product is: [OH:6][C:7]1[CH:8]=[C:9]([CH2:13][C@H:14]([O:18][CH:19]([CH3:21])[CH3:20])[C:15]([O:17][CH3:1])=[O:16])[CH:10]=[CH:11][CH:12]=1. (3) Given the reactants BrB(Br)Br.C(Cl)Cl.[Br:8][C:9]1[CH:14]=[CH:13][C:12]([I:15])=[CH:11][C:10]=1[O:16]C, predict the reaction product. The product is: [Br:8][C:9]1[CH:14]=[CH:13][C:12]([I:15])=[CH:11][C:10]=1[OH:16]. (4) Given the reactants Cl.[F:2][C:3]1[CH:10]=[CH:9][C:6]([C:7]#[N:8])=[CH:5][CH:4]=1.[CH3:11][OH:12].C(Cl)[Cl:14], predict the reaction product. The product is: [ClH:14].[F:2][C:3]1[CH:10]=[CH:9][C:6]([C:7](=[NH:8])[O:12][CH3:11])=[CH:5][CH:4]=1. (5) Given the reactants [H-].[H-].[H-].[H-].[Li+].[Al+3].[CH3:7][N:8]([CH3:22])[CH2:9][CH2:10][N:11]1[C:20]2[C:15](=[CH:16][CH:17]=[CH:18][CH:19]=2)[CH2:14][CH2:13][C:12]1=O, predict the reaction product. The product is: [N:11]1([CH2:10][CH2:9][N:8]([CH3:22])[CH3:7])[C:20]2[C:15](=[CH:16][CH:17]=[CH:18][CH:19]=2)[CH2:14][CH2:13][CH2:12]1.